This data is from NCI-60 drug combinations with 297,098 pairs across 59 cell lines. The task is: Regression. Given two drug SMILES strings and cell line genomic features, predict the synergy score measuring deviation from expected non-interaction effect. Drug 1: CC1C(C(=O)NC(C(=O)N2CCCC2C(=O)N(CC(=O)N(C(C(=O)O1)C(C)C)C)C)C(C)C)NC(=O)C3=C4C(=C(C=C3)C)OC5=C(C(=O)C(=C(C5=N4)C(=O)NC6C(OC(=O)C(N(C(=O)CN(C(=O)C7CCCN7C(=O)C(NC6=O)C(C)C)C)C)C(C)C)C)N)C. Drug 2: COC1=NC(=NC2=C1N=CN2C3C(C(C(O3)CO)O)O)N. Cell line: U251. Synergy scores: CSS=6.76, Synergy_ZIP=1.41, Synergy_Bliss=-1.00, Synergy_Loewe=0.104, Synergy_HSA=0.498.